From a dataset of Full USPTO retrosynthesis dataset with 1.9M reactions from patents (1976-2016). Predict the reactants needed to synthesize the given product. Given the product [ClH:46].[C:33]([C:30]1[CH:29]=[CH:28][C:27]([CH2:26][CH:15]([NH:16][S:17]([C:20]2[CH:25]=[CH:24][CH:23]=[CH:22][N:21]=2)(=[O:19])=[O:18])[C:11]2[N:10]=[C:9]([NH:8][CH2:38][C:39]([OH:41])=[O:40])[CH:14]=[CH:13][CH:12]=2)=[CH:32][CH:31]=1)([CH2:36][CH3:37])([CH3:34])[CH3:35], predict the reactants needed to synthesize it. The reactants are: C(OC([N:8]([CH2:38][C:39]([O:41]C(C)(C)C)=[O:40])[C:9]1[CH:14]=[CH:13][CH:12]=[C:11]([CH:15]([CH2:26][C:27]2[CH:32]=[CH:31][C:30]([C:33]([CH2:36][CH3:37])([CH3:35])[CH3:34])=[CH:29][CH:28]=2)[NH:16][S:17]([C:20]2[CH:25]=[CH:24][CH:23]=[CH:22][N:21]=2)(=[O:19])=[O:18])[N:10]=1)=O)(C)(C)C.[ClH:46].O1CCOCC1.